From a dataset of Forward reaction prediction with 1.9M reactions from USPTO patents (1976-2016). Predict the product of the given reaction. (1) Given the reactants [H-].[Na+].[Br:3][C:4]1[CH:5]=[CH:6][C:7]([O:25][CH2:26][C:27]2[CH:32]=[CH:31][C:30]([Cl:33])=[CH:29][CH:28]=2)=[C:8]([CH2:10][N:11]2[CH2:16][CH2:15][CH:14]([NH:17][C:18](=[O:24])[O:19][C:20]([CH3:23])([CH3:22])[CH3:21])[CH2:13][CH2:12]2)[CH:9]=1.[CH2:34](I)[CH3:35], predict the reaction product. The product is: [Br:3][C:4]1[CH:5]=[CH:6][C:7]([O:25][CH2:26][C:27]2[CH:32]=[CH:31][C:30]([Cl:33])=[CH:29][CH:28]=2)=[C:8]([CH2:10][N:11]2[CH2:16][CH2:15][CH:14]([N:17]([CH2:34][CH3:35])[C:18](=[O:24])[O:19][C:20]([CH3:23])([CH3:22])[CH3:21])[CH2:13][CH2:12]2)[CH:9]=1. (2) Given the reactants [Si:1]([O:8][CH2:9][CH2:10][C:11]1[CH:18]=[CH:17][C:14]([CH:15]=[O:16])=[C:13]([OH:19])[CH:12]=1)([C:4]([CH3:7])([CH3:6])[CH3:5])([CH3:3])[CH3:2].[CH2:20](Cl)[C:21]1[CH:26]=[CH:25][CH:24]=[CH:23][CH:22]=1.C(=O)([O-])[O-].[K+].[K+].O, predict the reaction product. The product is: [CH2:20]([O:19][C:13]1[CH:12]=[C:11]([CH2:10][CH2:9][O:8][Si:1]([C:4]([CH3:6])([CH3:7])[CH3:5])([CH3:3])[CH3:2])[CH:18]=[CH:17][C:14]=1[CH:15]=[O:16])[C:21]1[CH:26]=[CH:25][CH:24]=[CH:23][CH:22]=1. (3) Given the reactants [CH3:1][C:2]1([CH3:17])[NH:8][CH2:7][C:6]2[CH:9]=[CH:10][C:11]([C:13]([O:15][CH3:16])=[O:14])=[CH:12][C:5]=2[O:4][CH2:3]1.[H-].[Na+].Br[CH2:21][C:22]1[CH:27]=[CH:26][C:25]([O:28][CH3:29])=[CH:24][CH:23]=1, predict the reaction product. The product is: [CH3:29][O:28][C:25]1[CH:26]=[CH:27][C:22]([CH2:21][N:8]2[CH2:7][C:6]3[CH:9]=[CH:10][C:11]([C:13]([O:15][CH3:16])=[O:14])=[CH:12][C:5]=3[O:4][CH2:3][C:2]2([CH3:17])[CH3:1])=[CH:23][CH:24]=1. (4) Given the reactants [C:1]([O:4][C@H:5]1[C@H:12]([O:13][C:14](=[O:16])[CH3:15])[C:9]2([CH2:11][CH2:10]2)[O:8][C@@H:7]([C:17]2[CH:22]=[CH:21][C:20]([Cl:23])=[C:19]([CH2:24][C:25]3[CH:30]=[CH:29][C:28]([OH:31])=[CH:27][CH:26]=3)[CH:18]=2)[C@@H:6]1[O:32][C:33](=[O:35])[CH3:34])(=[O:3])[CH3:2].C(=O)([O-])[O-].[Cs+].[Cs+].[O:42]1[CH2:46][CH2:45][C@@H:44](OS(C2C=CC(C)=CC=2)(=O)=O)[CH2:43]1, predict the reaction product. The product is: [C:33]([O:32][C@@H:6]1[C@@H:5]([O:4][C:1](=[O:3])[CH3:2])[C@H:12]([O:13][C:14](=[O:16])[CH3:15])[C:9]2([CH2:10][CH2:11]2)[O:8][C@H:7]1[C:17]1[CH:22]=[CH:21][C:20]([Cl:23])=[C:19]([CH2:24][C:25]2[CH:26]=[CH:27][C:28]([O:31][C@H:44]3[CH2:45][CH2:46][O:42][CH2:43]3)=[CH:29][CH:30]=2)[CH:18]=1)(=[O:35])[CH3:34].